From a dataset of Forward reaction prediction with 1.9M reactions from USPTO patents (1976-2016). Predict the product of the given reaction. (1) Given the reactants [OH-].[Na+].[C:3]([C:7]1[CH:8]=[C:9]([OH:14])[C:10](=[CH:12][CH:13]=1)[OH:11])([CH3:6])([CH3:5])[CH3:4].[CH2:15](I)I, predict the reaction product. The product is: [C:3]([C:7]1[CH:13]=[CH:12][C:10]2[O:11][CH2:15][O:14][C:9]=2[CH:8]=1)([CH3:6])([CH3:4])[CH3:5]. (2) The product is: [O:1]1[C:10]2[C:5](=[CH:6][C:7]([C:11]3[C:16]([CH:17]4[CH2:18][CH2:19]4)=[CH:15][C:14]([NH:20][S:21]([CH3:24])(=[O:23])=[O:22])=[C:13]([CH3:25])[C:12]=3[CH:26]([O:31][CH:32]3[CH2:33][CH2:34]3)[C:27]([OH:29])=[O:28])=[CH:8][CH:9]=2)[CH2:4][CH2:3][CH2:2]1. Given the reactants [O:1]1[C:10]2[C:5](=[CH:6][C:7]([C:11]3[C:16]([CH:17]4[CH2:19][CH2:18]4)=[CH:15][C:14]([NH:20][S:21]([CH3:24])(=[O:23])=[O:22])=[C:13]([CH3:25])[C:12]=3[CH:26]([O:31][CH:32]3[CH2:34][CH2:33]3)[C:27]([O:29]C)=[O:28])=[CH:8][CH:9]=2)[CH2:4][CH2:3][CH2:2]1.[OH-].[Na+], predict the reaction product. (3) Given the reactants C([O:8][C:9]1[CH:14]=[CH:13][C:12]([N:15]([CH3:63])[C:16]([C:18]2[CH:19]=[C:20]([C:27]3[CH:28]=[C:29]4[C:33](=[CH:34][C:35]=3[C:36]([N:38]3[C@H:47]([CH3:48])[CH2:46][C:45]5[C:40](=[CH:41][CH:42]=[CH:43][CH:44]=5)[CH2:39]3)=[O:37])[CH2:32][N:31]([C:49](=[O:62])[CH2:50][C:51]3[N:52]=[C:53]([C:56]5[CH:61]=[N:60][CH:59]=[CH:58][N:57]=5)[S:54][CH:55]=3)[CH2:30]4)[N:21]3[C:26]=2[CH2:25][CH2:24][CH2:23][CH2:22]3)=[O:17])=[CH:11][CH:10]=1)C1C=CC=CC=1.B(Cl)(Cl)Cl, predict the reaction product. The product is: [OH:8][C:9]1[CH:10]=[CH:11][C:12]([N:15]([CH3:63])[C:16]([C:18]2[CH:19]=[C:20]([C:27]3[CH:28]=[C:29]4[C:33](=[CH:34][C:35]=3[C:36]([N:38]3[C@H:47]([CH3:48])[CH2:46][C:45]5[C:40](=[CH:41][CH:42]=[CH:43][CH:44]=5)[CH2:39]3)=[O:37])[CH2:32][N:31]([C:49](=[O:62])[CH2:50][C:51]3[N:52]=[C:53]([C:56]5[CH:61]=[N:60][CH:59]=[CH:58][N:57]=5)[S:54][CH:55]=3)[CH2:30]4)[N:21]3[C:26]=2[CH2:25][CH2:24][CH2:23][CH2:22]3)=[O:17])=[CH:13][CH:14]=1. (4) Given the reactants CS([O:5][CH:6]1[CH2:10][CH2:9][CH2:8][CH2:7]1)(=O)=O.O[C:12]1[CH:17]=[C:16]([CH3:18])[C:15]([C:19]2[CH:24]=[CH:23][CH:22]=[C:21]([CH2:25][O:26][C:27]3[CH:40]=[CH:39][C:30]4[C@H:31]([CH2:34][C:35]([O:37][CH3:38])=[O:36])[CH2:32][O:33][C:29]=4[CH:28]=3)[CH:20]=2)=[C:14]([CH3:41])[CH:13]=1.C(=O)([O-])[O-].[Cs+].[Cs+].O, predict the reaction product. The product is: [CH:6]1([O:5][C:12]2[CH:13]=[C:14]([CH3:41])[C:15]([C:19]3[CH:24]=[CH:23][CH:22]=[C:21]([CH2:25][O:26][C:27]4[CH:40]=[CH:39][C:30]5[C@H:31]([CH2:34][C:35]([O:37][CH3:38])=[O:36])[CH2:32][O:33][C:29]=5[CH:28]=4)[CH:20]=3)=[C:16]([CH3:18])[CH:17]=2)[CH2:10][CH2:9][CH2:8][CH2:7]1. (5) The product is: [CH3:27][N:3]1[C:2]([CH3:23])([CH3:1])[CH2:7][CH2:6][N:5]([C:8]2[CH:13]=[N:12][C:11]([C:14]#[C:15][C:16]3[CH:21]=[CH:20][CH:19]=[CH:18][CH:17]=3)=[CH:10][N:9]=2)[C:4]1=[O:22]. Given the reactants [CH3:1][C:2]1([CH3:23])[CH2:7][CH2:6][N:5]([C:8]2[CH:13]=[N:12][C:11]([C:14]#[C:15][C:16]3[CH:21]=[CH:20][CH:19]=[CH:18][CH:17]=3)=[CH:10][N:9]=2)[C:4](=[O:22])[NH:3]1.[H-].[Na+].I[CH3:27], predict the reaction product. (6) The product is: [CH:1]1([C:4]2[CH:5]=[CH:6][C:7]([C:10]([F:17])([F:16])[C:11]([OH:13])=[O:12])=[N:8][CH:9]=2)[CH2:3][CH2:2]1. Given the reactants [CH:1]1([C:4]2[CH:5]=[CH:6][C:7]([C:10]([F:17])([F:16])[C:11]([O:13]CC)=[O:12])=[N:8][CH:9]=2)[CH2:3][CH2:2]1.CO.O.O.[OH-].[Li+], predict the reaction product. (7) Given the reactants [H-].[Na+].[C:3]([N:10]1[CH2:15][CH2:14][CH:13]([CH2:16][CH2:17][OH:18])[CH2:12][CH2:11]1)([O:5][C:6]([CH3:9])([CH3:8])[CH3:7])=[O:4].[CH3:19][O:20][C:21]1[CH:22]=[C:23]([CH:41]=[CH:42][CH:43]=1)[CH2:24][NH:25][C:26]([C:28]1[NH:37][C:36](=[O:38])[C:35]2[C:30](=[CH:31][CH:32]=[C:33]([F:40])[C:34]=2F)[N:29]=1)=[O:27].Cl, predict the reaction product. The product is: [F:40][C:33]1[C:34]([O:18][CH2:17][CH2:16][CH:13]2[CH2:14][CH2:15][N:10]([C:3]([O:5][C:6]([CH3:9])([CH3:8])[CH3:7])=[O:4])[CH2:11][CH2:12]2)=[C:35]2[C:30](=[CH:31][CH:32]=1)[N:29]=[C:28]([C:26]([NH:25][CH2:24][C:23]1[CH:41]=[CH:42][CH:43]=[C:21]([O:20][CH3:19])[CH:22]=1)=[O:27])[NH:37][C:36]2=[O:38]. (8) The product is: [C:23]([C:27]1[CH:32]=[CH:31][C:30]([C:2]2[CH:3]=[CH:4][CH:5]=[C:6]3[C:10]=2[C:9](=[O:11])[CH:8]([CH2:12][C:13]24[CH2:14][CH:15]5[CH2:21][CH:19]([CH2:18][CH:17]([CH2:16]5)[CH2:22]2)[CH2:20]4)[CH2:7]3)=[CH:29][CH:28]=1)([CH3:26])([CH3:25])[CH3:24]. Given the reactants Cl[C:2]1[CH:3]=[CH:4][CH:5]=[C:6]2[C:10]=1[C:9](=[O:11])[CH:8]([CH2:12][C:13]13[CH2:22][CH:17]4[CH2:18][CH:19]([CH2:21][CH:15]([CH2:16]4)[CH2:14]1)[CH2:20]3)[CH2:7]2.[C:23]([C:27]1[CH:32]=[CH:31][C:30](B(O)O)=[CH:29][CH:28]=1)([CH3:26])([CH3:25])[CH3:24].C(=O)([O-])[O-].[Na+].[Na+].C(O)CO, predict the reaction product. (9) The product is: [Br:18][C:13]1[CH:12]=[C:11]([CH:16]=[CH:15][C:14]=1[F:17])[CH2:10][N:7]([O:8][CH3:9])[C:6]([C:5]1[CH2:30][N:31]([CH3:32])[C:3](=[O:21])[C:4]=1[OH:20])=[O:19]. Given the reactants CO[C:3](=[O:21])[C:4]([OH:20])=[CH:5][C:6](=[O:19])[N:7]([CH2:10][C:11]1[CH:16]=[CH:15][C:14]([F:17])=[C:13]([Br:18])[CH:12]=1)[O:8][CH3:9].C=O.CN.ClC1C=C(C=CC=1Cl)[CH2:30][N:31](C)[C:32](C1CN(C)C(=O)C=1O)=O, predict the reaction product.